The task is: Predict the reactants needed to synthesize the given product.. This data is from Full USPTO retrosynthesis dataset with 1.9M reactions from patents (1976-2016). (1) Given the product [NH2:24][C:8]1[N:7]=[C:6]([O:5][CH2:1][CH2:2][CH2:3][CH3:4])[N:14]=[C:13]2[C:9]=1[NH:10][C:11](=[O:22])[N:12]2[CH2:15][CH:16]1[CH2:21][CH2:20][CH2:19][N:18]([CH2:26][CH2:27][CH:28]([CH3:30])[CH3:29])[CH2:17]1, predict the reactants needed to synthesize it. The reactants are: [CH2:1]([O:5][C:6]1[N:14]=[C:13]2[C:9]([N:10]=[C:11]([O:22]C)[N:12]2[CH2:15][CH:16]2[CH2:21][CH2:20][CH2:19][NH:18][CH2:17]2)=[C:8]([NH2:24])[N:7]=1)[CH2:2][CH2:3][CH3:4].Br[CH2:26][CH2:27][CH:28]([CH3:30])[CH3:29]. (2) Given the product [C:24]([N:8]([CH2:1][C:2]1[CH:3]=[CH:4][CH:5]=[CH:6][CH:7]=1)[C@@H:9]([CH2:14][C:15]1[CH:16]=[CH:17][C:18]([N+:21]([O-:23])=[O:22])=[CH:19][CH:20]=1)[C:10]([NH:12][CH3:13])=[O:11])(=[O:26])[CH3:25], predict the reactants needed to synthesize it. The reactants are: [CH2:1]([NH:8][CH:9]([CH2:14][C:15]1[CH:20]=[CH:19][C:18]([N+:21]([O-:23])=[O:22])=[CH:17][CH:16]=1)[C:10]([NH:12][CH3:13])=[O:11])[C:2]1[CH:7]=[CH:6][CH:5]=[CH:4][CH:3]=1.[C:24](Cl)(=[O:26])[CH3:25]. (3) Given the product [NH:16]1[CH2:14][C@H:11]([OH:29])[CH2:12][C@H:17]1[C:18]([OH:20])=[O:19], predict the reactants needed to synthesize it. The reactants are: N[C@@H](CCC(N[C@H:11]([C:14]([NH:16][CH2:17][C:18]([OH:20])=[O:19])=O)[CH2:12]S)=O)C(O)=O.CC1(C)S[C@@H]2[C@H](NC([C@H](N)C3C=CC=CC=3)=O)C(=[O:29])N2[C@H]1C(O)=O.N1CCC[C@H]1C(O)=O. (4) Given the product [Cl:1][C:2]1[CH:7]=[CH:6][C:5]([C:8]2([CH3:36])[C:12]([C:14]3[CH:15]=[CH:16][C:17]([Cl:20])=[CH:18][CH:19]=3)([CH3:13])[N:11]([C:37]([Cl:39])=[O:38])[C:10]([C:21]3[CH:26]=[CH:25][C:24]([C:27]([CH3:32])([CH3:31])[C:28](=[O:30])[CH3:29])=[CH:23][C:22]=3[O:33][CH2:34][CH3:35])=[N:9]2)=[CH:4][CH:3]=1, predict the reactants needed to synthesize it. The reactants are: [Cl:1][C:2]1[CH:7]=[CH:6][C:5]([C:8]2([CH3:36])[C:12]([C:14]3[CH:19]=[CH:18][C:17]([Cl:20])=[CH:16][CH:15]=3)([CH3:13])[NH:11][C:10]([C:21]3[CH:26]=[CH:25][C:24]([C:27]([CH3:32])([CH3:31])[C:28](=[O:30])[CH3:29])=[CH:23][C:22]=3[O:33][CH2:34][CH3:35])=[N:9]2)=[CH:4][CH:3]=1.[C:37](Cl)([Cl:39])=[O:38].